From a dataset of Catalyst prediction with 721,799 reactions and 888 catalyst types from USPTO. Predict which catalyst facilitates the given reaction. (1) Reactant: C(N(CC)CC)C.[CH:8]1([NH:11][CH2:12][C:13]2[CH:14]=[C:15]([C:19]3[CH:20]=[CH:21][C:22]4[O:26][N:25]=[C:24]([NH:27][CH2:28][C:29]([CH3:32])([CH3:31])[CH3:30])[C:23]=4[CH:33]=3)[CH:16]=[CH:17][CH:18]=2)[CH2:10][CH2:9]1.[C:34](Cl)(=[O:41])[C:35]1[CH:40]=[CH:39][CH:38]=[CH:37][CH:36]=1. Product: [CH:8]1([N:11]([CH2:12][C:13]2[CH:18]=[CH:17][CH:16]=[C:15]([C:19]3[CH:20]=[CH:21][C:22]4[O:26][N:25]=[C:24]([NH:27][CH2:28][C:29]([CH3:30])([CH3:32])[CH3:31])[C:23]=4[CH:33]=3)[CH:14]=2)[C:34](=[O:41])[C:35]2[CH:40]=[CH:39][CH:38]=[CH:37][CH:36]=2)[CH2:10][CH2:9]1. The catalyst class is: 2. (2) Reactant: [C:1]([O:4][C:5]1[CH:6]=[C:7]2[C:12](=[CH:13][C:14]=1[O:15][CH3:16])[N:11]=[CH:10][N:9]=[C:8]2Cl)(=[O:3])[CH3:2].[Cl:18][C:19]1[CH:20]=[C:21]([CH:23]=[CH:24][C:25]=1[F:26])[NH2:22]. Product: [C:1]([O:4][C:5]1[CH:6]=[C:7]2[C:12](=[CH:13][C:14]=1[O:15][CH3:16])[N:11]=[CH:10][N:9]=[C:8]2[NH:22][C:21]1[CH:23]=[CH:24][C:25]([F:26])=[C:19]([Cl:18])[CH:20]=1)(=[O:3])[CH3:2]. The catalyst class is: 32. (3) Reactant: [H-].[Na+].[Br:3][C:4]1[C:12]2[C:7](=[CH:8][C:9]([C:13]3[CH:18]=[CH:17][CH:16]=[C:15]([N+:19]([O-:21])=[O:20])[CH:14]=3)=[CH:10][CH:11]=2)[NH:6][CH:5]=1.Cl[C:23]1[CH:28]=[CH:27][N:26]=[C:25]([S:29][CH3:30])[N:24]=1.O. Product: [Br:3][C:4]1[C:12]2[C:7](=[CH:8][C:9]([C:13]3[CH:18]=[CH:17][CH:16]=[C:15]([N+:19]([O-:21])=[O:20])[CH:14]=3)=[CH:10][CH:11]=2)[N:6]([C:23]2[CH:28]=[CH:27][N:26]=[C:25]([S:29][CH3:30])[N:24]=2)[CH:5]=1. The catalyst class is: 3. (4) Reactant: [BH4-].[Na+].CO[C:5]([CH:7]1[CH2:11][C:10](=O)[N:9]([CH:13]2[CH2:19][CH2:18][CH2:17][CH2:16][CH2:15][CH2:14]2)[CH2:8]1)=O.[OH:20]P(O)(O)=O.N1C=CN=C1.[C:30]([Si:34](Cl)(C)C)([CH3:33])([CH3:32])[CH3:31].C([O:41][CH2:42][CH3:43])(=O)C. Product: [C:30]([SiH2:34][O:20][C:7]([CH3:8])([CH3:5])[CH:11]1[CH2:10][N:9]([CH:13]2[CH2:19][CH2:18][CH2:17][CH2:16][CH2:15][CH2:14]2)[C:42](=[O:41])[CH2:43]1)([CH3:33])([CH3:32])[CH3:31]. The catalyst class is: 111. (5) Reactant: C([Li])CCC.C(NC(C)C)(C)C.[Br:13][C:14]1[C:15]([C:22]([F:25])([F:24])[F:23])=[CH:16][C:17]([O:20][CH3:21])=[N:18][CH:19]=1.FC(F)(F)C1C=CN=C(OC)C=1.[CH3:38][O:39][C:40]1[C:47]([O:48][CH3:49])=[C:46]([O:50][CH3:51])[CH:45]=[C:44]([CH3:52])[C:41]=1[CH:42]=[O:43]. Product: [CH3:38][O:39][C:40]1[C:47]([O:48][CH3:49])=[C:46]([O:50][CH3:51])[CH:45]=[C:44]([CH3:52])[C:41]=1[CH:42]([C:16]1[C:17]([O:20][CH3:21])=[N:18][CH:19]=[C:14]([Br:13])[C:15]=1[C:22]([F:25])([F:23])[F:24])[OH:43]. The catalyst class is: 30. (6) Reactant: [CH2:1]([C@H:8]1[N:13]([C:14]([C:16]2[NH:20][N:19]=[C:18]([C:21]3[CH:26]=[CH:25][CH:24]=[CH:23][CH:22]=3)[C:17]=2[C:27]2[CH:32]=[CH:31][CH:30]=[CH:29][CH:28]=2)=[O:15])[CH2:12][CH2:11][N:10]([C:33]([O:35][C:36]([CH3:39])([CH3:38])[CH3:37])=[O:34])[CH2:9]1)[C:2]1[CH:7]=[CH:6][CH:5]=[CH:4][CH:3]=1.Br[CH2:41][CH2:42][OH:43].[CH3:44][C:45](N(C)C)=[O:46].C(=O)([O-])[O-].[Cs+].[Cs+]. Product: [CH2:1]([C@H:8]1[N:13]([C:14]([C:16]2[N:20]([CH2:41][CH2:42][OH:43])[N:19]=[C:18]([C:21]3[CH:26]=[CH:25][CH:24]=[CH:23][CH:22]=3)[C:17]=2[C:27]2[CH:32]=[CH:31][CH:30]=[CH:29][CH:28]=2)=[O:15])[CH2:12][CH2:11][N:10]([C:33]([O:35][C:36]([CH3:39])([CH3:38])[CH3:37])=[O:34])[CH2:9]1)[C:2]1[CH:7]=[CH:6][CH:5]=[CH:4][CH:3]=1.[CH2:1]([C@H:8]1[N:13]([C:14]([C:16]2[C:17]([C:27]3[CH:32]=[CH:31][CH:30]=[CH:29][CH:28]=3)=[C:18]([C:21]3[CH:26]=[CH:25][CH:24]=[CH:23][CH:22]=3)[N:19]([CH2:44][CH2:45][OH:46])[N:20]=2)=[O:15])[CH2:12][CH2:11][N:10]([C:33]([O:35][C:36]([CH3:39])([CH3:38])[CH3:37])=[O:34])[CH2:9]1)[C:2]1[CH:7]=[CH:6][CH:5]=[CH:4][CH:3]=1. The catalyst class is: 6. (7) Reactant: [NH:1]1[CH:5]=[CH:4][CH:3]=[C:2]1[C:6]([O:8][CH2:9][CH3:10])=[O:7].[Br:11]Br.[OH-].[Na+]. Product: [Br:11][C:4]1[CH:3]=[C:2]([C:6]([O:8][CH2:9][CH3:10])=[O:7])[NH:1][CH:5]=1. The catalyst class is: 53. (8) Reactant: [CH3:1][O:2][C:3]1[C@@H:4]([CH:12]([CH3:14])[CH3:13])[N:5]=[C:6]([O:10][CH3:11])[CH:7]([CH3:9])[N:8]=1.C([Li])(C)(C)C.Br[CH2:21][CH2:22][C:23]1[CH:28]=[CH:27][CH:26]=[CH:25][C:24]=1[Cl:29].[Cl-].[NH4+]. Product: [Cl:29][C:24]1[CH:25]=[CH:26][CH:27]=[CH:28][C:23]=1[CH2:22][CH2:21][C@@:7]1([CH3:9])[C:6]([O:10][CH3:11])=[N:5][C@H:4]([CH:12]([CH3:14])[CH3:13])[C:3]([O:2][CH3:1])=[N:8]1. The catalyst class is: 7. (9) Reactant: [Cl:1][C:2]1[C:3]([C:21]2[C:29]3[C:24](=[CH:25][CH:26]=[CH:27][CH:28]=3)[N:23]([CH3:30])[CH:22]=2)=[N:4][C:5]([NH:8][C:9]2[CH:14]=[C:13]([N+:15]([O-:17])=[O:16])[C:12](F)=[CH:11][C:10]=2[O:19][CH3:20])=[N:6][CH:7]=1.[CH3:31][N:32]([CH3:38])[C@@H:33]1[CH2:37][CH2:36][NH:35][CH2:34]1. Product: [Cl:1][C:2]1[C:3]([C:21]2[C:29]3[C:24](=[CH:25][CH:26]=[CH:27][CH:28]=3)[N:23]([CH3:30])[CH:22]=2)=[N:4][C:5]([NH:8][C:9]2[CH:14]=[C:13]([N+:15]([O-:17])=[O:16])[C:12]([N:35]3[CH2:36][CH2:37][C@@H:33]([N:32]([CH3:38])[CH3:31])[CH2:34]3)=[CH:11][C:10]=2[O:19][CH3:20])=[N:6][CH:7]=1. The catalyst class is: 44.